From a dataset of Catalyst prediction with 721,799 reactions and 888 catalyst types from USPTO. Predict which catalyst facilitates the given reaction. (1) Reactant: [C:1]1([C@@H:7]([O:9][C:10](=[O:25])[NH:11][C:12]2[C:13]([CH3:24])=[N:14][O:15][C:16]=2[C:17]2[CH:22]=[CH:21][C:20](Br)=[CH:19][CH:18]=2)[CH3:8])[CH:6]=[CH:5][CH:4]=[CH:3][CH:2]=1.C([O:28][C:29](=[O:46])[CH2:30][C:31]1[CH:36]=[CH:35][C:34](B2OC(C)(C)C(C)(C)O2)=[CH:33][CH:32]=1)C. Product: [CH3:24][C:13]1[C:12]([NH:11][C:10]([O:9][C@H:7]([C:1]2[CH:6]=[CH:5][CH:4]=[CH:3][CH:2]=2)[CH3:8])=[O:25])=[C:16]([C:17]2[CH:22]=[CH:21][C:20]([C:34]3[CH:35]=[CH:36][C:31]([CH2:30][C:29]([OH:46])=[O:28])=[CH:32][CH:33]=3)=[CH:19][CH:18]=2)[O:15][N:14]=1. The catalyst class is: 413. (2) Reactant: [CH2:1]([O:4][C:5]1([CH3:18])[CH2:10][CH2:9][N:8]([C:11]([O:13][C:14]([CH3:17])([CH3:16])[CH3:15])=[O:12])[CH2:7][CH2:6]1)[CH:2]=[CH2:3].B1C2CCCC1CCC2.[OH-:28].[Na+].OO. Product: [OH:28][CH2:3][CH2:2][CH2:1][O:4][C:5]1([CH3:18])[CH2:6][CH2:7][N:8]([C:11]([O:13][C:14]([CH3:17])([CH3:16])[CH3:15])=[O:12])[CH2:9][CH2:10]1. The catalyst class is: 1. (3) The catalyst class is: 11. Product: [C:21]([O:20][C:16]1[CH:15]=[C:14]([N:10]([CH2:11][CH2:12][OH:13])[CH3:9])[CH:19]=[CH:18][C:17]=1[C:3]1[C:2]([OH:7])=[C:1]([C:27]2[CH:26]=[CH:25][C:14]([N:10]([CH2:11][CH2:12][OH:13])[CH3:9])=[CH:15][C:28]=2[O:29][C:16](=[O:20])[CH:17]=[CH2:18])[C:5]=1[OH:6])(=[O:24])[CH:22]=[CH2:23]. Reactant: [C:1]1(O)[C:5](=[O:6])[C:3](=O)[C:2]=1[OH:7].[CH3:9][N:10]([C:14]1[CH:19]=[CH:18][CH:17]=[C:16]([O:20][C:21](=[O:24])[CH:22]=[CH2:23])[CH:15]=1)[CH2:11][CH2:12][OH:13].[CH3:25][CH2:26][CH2:27][CH2:28][OH:29]. (4) Reactant: [N+:1]([C:4]1[CH:5]=[C:6]([CH:10]=[CH:11][C:12]=1[CH2:13]Br)[C:7]([OH:9])=[O:8])([O-:3])=[O:2].CO.[CH3:17]N(C1C=CC=CN=1)C.[NH2:26][CH2:27][C:28]([O:30][CH2:31][CH3:32])=[O:29].C(=O)([O-])O.[Na+]. Product: [CH2:31]([O:30][C:28]([CH2:27][NH:26][CH2:13][C:12]1[CH:11]=[CH:10][C:6]([C:7]([O:9][CH3:17])=[O:8])=[CH:5][C:4]=1[N+:1]([O-:3])=[O:2])=[O:29])[CH3:32]. The catalyst class is: 410. (5) Reactant: [CH3:1][O:2][C:3]1[CH:4]=[C:5]2[C:10](=[CH:11][CH:12]=1)[N:9]=[CH:8][C:7]([C:13]([OH:15])=[O:14])=[CH:6]2.O[CH2:17][C@H:18]1[CH2:23][CH2:22][C@H:21]([NH:24][C:25]([C:27]2[CH:28]=[CH:29][C:30]3[S:35][CH2:34][C:33](=[O:36])[NH:32][C:31]=3[CH:37]=2)=[O:26])[CH2:20][CH2:19]1.Cl.CN(C)CCCN=C=NCC. Product: [O:36]=[C:33]1[NH:32][C:31]2[CH:37]=[C:27]([C:25]([NH:24][C@H:21]3[CH2:22][CH2:23][C@H:18]([CH2:17][O:14][C:13]([C:7]4[CH:8]=[N:9][C:10]5[C:5]([CH:6]=4)=[CH:4][C:3]([O:2][CH3:1])=[CH:12][CH:11]=5)=[O:15])[CH2:19][CH2:20]3)=[O:26])[CH:28]=[CH:29][C:30]=2[S:35][CH2:34]1. The catalyst class is: 546. (6) Reactant: C([N:4]1[C:12]2[C:7](=[CH:8][C:9]([N+:13]([O-:15])=[O:14])=[CH:10][CH:11]=2)[C:6](=[C:16](OCC)[C:17]2[CH:22]=[CH:21][CH:20]=[CH:19][CH:18]=2)[C:5]1=[O:26])(=O)C.[C:27]([O:31][C:32]([NH:34][CH2:35][C:36]1[CH:42]=[CH:41][C:39]([NH2:40])=[CH:38][CH:37]=1)=[O:33])([CH3:30])([CH3:29])[CH3:28].[OH-].[Na+]. Product: [C:27]([O:31][C:32]([NH:34][CH2:35][C:36]1[CH:42]=[CH:41][C:39]([NH:40]/[C:16](=[C:6]2\[C:5](=[O:26])[NH:4][C:12]3[C:7]\2=[CH:8][C:9]([N+:13]([O-:15])=[O:14])=[CH:10][CH:11]=3)/[C:17]2[CH:22]=[CH:21][CH:20]=[CH:19][CH:18]=2)=[CH:38][CH:37]=1)=[O:33])([CH3:30])([CH3:28])[CH3:29]. The catalyst class is: 121. (7) Reactant: [K+].[CH3:2][N:3]1[CH:7]=[C:6]([C:8]2[CH:9]=[N:10][C:11]3[C:16]([CH:17]=2)=[CH:15][C:14]([CH2:18][C:19]([NH:21][NH:22][C:23]([S-])=[S:24])=O)=[CH:13][CH:12]=3)[CH:5]=[N:4]1.O.[NH2:27][NH2:28].Cl. Product: [NH2:27][N:28]1[C:19]([CH2:18][C:14]2[CH:15]=[C:16]3[C:11](=[CH:12][CH:13]=2)[N:10]=[CH:9][C:8]([C:6]2[CH:5]=[N:4][N:3]([CH3:2])[CH:7]=2)=[CH:17]3)=[N:21][N:22]=[C:23]1[SH:24]. The catalyst class is: 6.